From a dataset of Peptide-MHC class I binding affinity with 185,985 pairs from IEDB/IMGT. Regression. Given a peptide amino acid sequence and an MHC pseudo amino acid sequence, predict their binding affinity value. This is MHC class I binding data. (1) The peptide sequence is GVIAAFAEGH. The MHC is HLA-A68:01 with pseudo-sequence HLA-A68:01. The binding affinity (normalized) is 0.347. (2) The peptide sequence is FLRDNRAVL. The MHC is HLA-B51:01 with pseudo-sequence HLA-B51:01. The binding affinity (normalized) is 0.0847.